From a dataset of Reaction yield outcomes from USPTO patents with 853,638 reactions. Predict the reaction yield, written as a fraction of the theoretical maximum amount of product (1.0 means a 100% yield; for example, 0.34 means a 34% yield). (1) The product is [C:17]([C:16]1[C:15]2[C:10](=[CH:11][C:12]([O:19][CH2:20][CH3:21])=[CH:13][CH:14]=2)[N:9]([CH:22]2[CH2:23][CH2:24][CH2:25]2)[C:8]=1[C:5]1[CH:4]=[CH:3][C:2]([NH:1][C:27]([NH:48][CH2:47][CH2:45][OH:46])=[O:28])=[CH:7][CH:6]=1)#[N:18]. The reactants are [NH2:1][C:2]1[CH:7]=[CH:6][C:5]([C:8]2[N:9]([CH:22]3[CH2:25][CH2:24][CH2:23]3)[C:10]3[C:15]([C:16]=2[C:17]#[N:18])=[CH:14][CH:13]=[C:12]([O:19][CH2:20][CH3:21])[CH:11]=3)=[CH:4][CH:3]=1.Cl[C:27](OC1C=CC([N+]([O-])=O)=CC=1)=[O:28].N1C=CC=CC=1.[CH2:45]([CH2:47][NH2:48])[OH:46]. The yield is 0.800. The catalyst is C(Cl)Cl. (2) The reactants are [C:1]([O:7][CH2:8][C@H:9]([C:15]1[C:24]([CH3:25])=[CH:23][C:18]2[N:19]=[C:20](Cl)[S:21][C:17]=2[C:16]=1[Br:26])[O:10][C:11]([CH3:14])([CH3:13])[CH3:12])(=[O:6])[C:2]([CH3:5])([CH3:4])[CH3:3].[CH2:27]([O:34][C:35]1[CH:36]=[C:37](B2OC(C)(C)C(C)(C)O2)[CH:38]=[CH:39][CH:40]=1)[C:28]1[CH:33]=[CH:32][CH:31]=[CH:30][CH:29]=1.C([O-])([O-])=O.[K+].[K+]. The catalyst is O1CCOCC1.C1C=CC([P]([Pd]([P](C2C=CC=CC=2)(C2C=CC=CC=2)C2C=CC=CC=2)([P](C2C=CC=CC=2)(C2C=CC=CC=2)C2C=CC=CC=2)[P](C2C=CC=CC=2)(C2C=CC=CC=2)C2C=CC=CC=2)(C2C=CC=CC=2)C2C=CC=CC=2)=CC=1. The yield is 0.580. The product is [C:1]([O:7][CH2:8][C@H:9]([C:15]1[C:24]([CH3:25])=[CH:23][C:18]2[N:19]=[C:20]([C:37]3[CH:38]=[CH:39][CH:40]=[C:35]([O:34][CH2:27][C:28]4[CH:33]=[CH:32][CH:31]=[CH:30][CH:29]=4)[CH:36]=3)[S:21][C:17]=2[C:16]=1[Br:26])[O:10][C:11]([CH3:14])([CH3:13])[CH3:12])(=[O:6])[C:2]([CH3:5])([CH3:4])[CH3:3].